Dataset: Forward reaction prediction with 1.9M reactions from USPTO patents (1976-2016). Task: Predict the product of the given reaction. (1) Given the reactants [Cl:1][C:2]1[CH:7]=[C:6]([Cl:8])[CH:5]=[CH:4][C:3]=1[S:9]([NH:12][C@@H:13]([CH2:41][OH:42])[C:14]([N:16]1[CH2:21][CH2:20][N:19]([C:22]([C@@H:24]([NH:29][C:30]([C:32]2[S:33][C:34]3[CH:40]=[CH:39][CH:38]=[CH:37][C:35]=3[CH:36]=2)=[O:31])[CH2:25][CH:26]([CH3:28])[CH3:27])=[O:23])[CH2:18][CH2:17]1)=[O:15])(=[O:11])=[O:10].S(OC)(O[CH3:47])(=O)=O.C(=O)([O-])[O-].[K+].[K+].C(OCC)(=O)C, predict the reaction product. The product is: [Cl:1][C:2]1[CH:7]=[C:6]([Cl:8])[CH:5]=[CH:4][C:3]=1[S:9]([N:12]([CH3:47])[C@@H:13]([CH2:41][OH:42])[C:14]([N:16]1[CH2:21][CH2:20][N:19]([C:22]([C@@H:24]([NH:29][C:30]([C:32]2[S:33][C:34]3[CH:40]=[CH:39][CH:38]=[CH:37][C:35]=3[CH:36]=2)=[O:31])[CH2:25][CH:26]([CH3:28])[CH3:27])=[O:23])[CH2:18][CH2:17]1)=[O:15])(=[O:10])=[O:11]. (2) Given the reactants [Br:1][C:2]1[S:6][C:5]([C:7](=[O:11])[CH2:8][C:9]#[N:10])=[CH:4][CH:3]=1.CO[CH:14](OC)[N:15]([CH3:17])[CH3:16], predict the reaction product. The product is: [Br:1][C:2]1[S:6][C:5]([C:7]([C:8](=[CH:14][N:15]([CH3:17])[CH3:16])[C:9]#[N:10])=[O:11])=[CH:4][CH:3]=1. (3) Given the reactants [CH3:1][C:2]1[CH:10]=[CH:9][C:5]([C:6]([OH:8])=[O:7])=[CH:4][C:3]=1[N+:11]([O-:13])=[O:12].S(=O)(=O)(O)O.[CH3:19]O, predict the reaction product. The product is: [CH3:19][O:7][C:6](=[O:8])[C:5]1[CH:9]=[CH:10][C:2]([CH3:1])=[C:3]([N+:11]([O-:13])=[O:12])[CH:4]=1. (4) Given the reactants [CH2:1]1[C:9]2[C:4](=[N:5][CH:6]=[C:7]3[CH2:12][CH2:11][CH:10]([OH:13])[C:8]3=2)[O:3][CH2:2]1.C[N+]1([O-])CCOCC1, predict the reaction product. The product is: [CH2:1]1[C:9]2[C:4](=[N:5][CH:6]=[C:7]3[CH2:12][CH2:11][C:10](=[O:13])[C:8]3=2)[O:3][CH2:2]1.